Dataset: hERG Central: cardiac toxicity at 1µM, 10µM, and general inhibition. Task: Predict hERG channel inhibition at various concentrations. Results: hERG_inhib (hERG inhibition (general)): blocker. The molecule is CCCCCn1nc(C)c(/C=N\NC(=O)c2cc(C)oc2C)c1C.